This data is from Full USPTO retrosynthesis dataset with 1.9M reactions from patents (1976-2016). The task is: Predict the reactants needed to synthesize the given product. (1) Given the product [CH3:1][O:2][C:3](=[O:21])[C@@H:4]([N:9]1[C:10](=[O:20])[C:11]2[C:12](=[CH:13][C:14]([O:17][CH3:18])=[CH:15][CH:16]=2)[NH:19][C:23]1=[O:24])[CH2:5][CH2:6][CH2:7][CH3:8], predict the reactants needed to synthesize it. The reactants are: [CH3:1][O:2][C:3](=[O:21])[C@@H:4]([NH:9][C:10](=[O:20])[C:11]1[CH:16]=[CH:15][C:14]([O:17][CH3:18])=[CH:13][C:12]=1[NH2:19])[CH2:5][CH2:6][CH2:7][CH3:8].Cl[C:23](OC(Cl)(Cl)Cl)=[O:24]. (2) Given the product [F:28][C:29]1[CH:30]=[C:31]([CH:34]=[CH:35][CH:36]=1)[CH2:32][S:8][C:9]1[O:13][C:12]([C:14]2[CH:19]=[CH:18][N:17]=[C:16]([NH:20][C:21](=[O:27])[O:22][C:23]([CH3:24])([CH3:26])[CH3:25])[CH:15]=2)=[N:11][N:10]=1, predict the reactants needed to synthesize it. The reactants are: C(N(CC)CC)C.[SH:8][C:9]1[O:13][C:12]([C:14]2[CH:19]=[CH:18][N:17]=[C:16]([NH:20][C:21](=[O:27])[O:22][C:23]([CH3:26])([CH3:25])[CH3:24])[CH:15]=2)=[N:11][N:10]=1.[F:28][C:29]1[CH:30]=[C:31]([CH:34]=[CH:35][CH:36]=1)[CH2:32]Br. (3) Given the product [CH2:25]([C:26]1[N:11]([C@H:12]2[CH2:13][CH2:14][C@H:15]([CH2:18][C:19]#[N:20])[CH2:16][CH2:17]2)[C:3]2=[C:4]3[S:10][CH:9]=[CH:8][C:5]3=[N:6][CH:7]=[C:2]2[N:1]=1)[CH3:24], predict the reactants needed to synthesize it. The reactants are: [NH2:1][C:2]1[C:3]([NH:11][C@H:12]2[CH2:17][CH2:16][C@H:15]([CH2:18][C:19]#[N:20])[CH2:14][CH2:13]2)=[C:4]2[S:10][CH:9]=[CH:8][C:5]2=[N:6][CH:7]=1.C(O[C:24](OCC)(OCC)[CH2:25][CH3:26])C. (4) Given the product [Cl:1][C:2]1[N:10]=[C:9]2[C:5]([N:6]=[CH:7][N:8]2[CH:11]2[CH2:15][CH2:14][CH2:13][CH2:12]2)=[C:4]([NH:25][NH:24][C:19]2[CH:20]=[CH:21][CH:22]=[CH:23][C:18]=2[Cl:17])[N:3]=1, predict the reactants needed to synthesize it. The reactants are: [Cl:1][C:2]1[N:10]=[C:9]2[C:5]([N:6]=[CH:7][N:8]2[CH:11]2[CH2:15][CH2:14][CH2:13][CH2:12]2)=[C:4](Cl)[N:3]=1.[Cl:17][C:18]1[CH:23]=[CH:22][CH:21]=[CH:20][C:19]=1[NH:24][NH2:25].